Predict which catalyst facilitates the given reaction. From a dataset of Catalyst prediction with 721,799 reactions and 888 catalyst types from USPTO. (1) Reactant: [CH3:1][C:2]1[C:6](C=O)=[CH:5][N:4]([C:9]2[CH:14]=[CH:13][N:12]=[C:11]([NH:15][C:16]3[CH:17]=[C:18]4[C:22](=[CH:23][CH:24]=3)[N:21]([CH3:25])[CH:20]=[CH:19]4)[N:10]=2)[N:3]=1.Cl.[CH2:27]([N:29]([CH2:32][CH3:33])[CH2:30]C)C.[BH-](OC(C)=O)(OC(C)=O)[O:35]C(C)=O.[Na+]. Product: [CH3:1][C:2]1[C:6]([CH2:30][N:29]2[CH2:27][CH:33]([OH:35])[CH2:32]2)=[CH:5][N:4]([C:9]2[CH:14]=[CH:13][N:12]=[C:11]([NH:15][C:16]3[CH:17]=[C:18]4[C:22](=[CH:23][CH:24]=3)[N:21]([CH3:25])[CH:20]=[CH:19]4)[N:10]=2)[N:3]=1. The catalyst class is: 4. (2) Reactant: [CH2:1]([O:3][C:4]1[CH:9]=[CH:8][C:7]([N:10]2[C:14]3[CH:15]=[CH:16][C:17]([CH:19]=O)=[CH:18][C:13]=3[N:12]=[CH:11]2)=[CH:6][CH:5]=1)[CH3:2].[CH2:21]([C:23]1[CH:29]=[CH:28][C:26]([NH2:27])=[CH:25][CH:24]=1)[CH3:22].[BH4-].[Na+].C(=O)(O)[O-].[Na+]. Product: [CH2:1]([O:3][C:4]1[CH:9]=[CH:8][C:7]([N:10]2[C:14]3[CH:15]=[CH:16][C:17]([CH2:19][NH:27][C:26]4[CH:28]=[CH:29][C:23]([CH2:21][CH3:22])=[CH:24][CH:25]=4)=[CH:18][C:13]=3[N:12]=[CH:11]2)=[CH:6][CH:5]=1)[CH3:2]. The catalyst class is: 138. (3) Reactant: [NH2:1][C:2]1[N:7]=[CH:6][N:5]=[C:4]2[N:8]([C@@H:29]3[CH2:34][CH2:33][C@H:32]([C:35]([O:37]CC)=[O:36])[CH2:31][CH2:30]3)[N:9]=[C:10]([C:11]3[CH:16]=[CH:15][C:14]([NH:17][C:18]4[O:19][C:20]5[C:26]([CH3:27])=[CH:25][C:24]([CH3:28])=[CH:23][C:21]=5[N:22]=4)=[CH:13][CH:12]=3)[C:3]=12.[OH-].[Na+].Cl. Product: [NH2:1][C:2]1[N:7]=[CH:6][N:5]=[C:4]2[N:8]([C@@H:29]3[CH2:34][CH2:33][C@H:32]([C:35]([OH:37])=[O:36])[CH2:31][CH2:30]3)[N:9]=[C:10]([C:11]3[CH:16]=[CH:15][C:14]([NH:17][C:18]4[O:19][C:20]5[C:26]([CH3:27])=[CH:25][C:24]([CH3:28])=[CH:23][C:21]=5[N:22]=4)=[CH:13][CH:12]=3)[C:3]=12. The catalyst class is: 5. (4) The catalyst class is: 16. Product: [CH:3]1([CH2:8][O:9][C:11]2[C:39]([CH3:40])=[CH:38][C:14]3[N:15]=[C:16]4[C:21]([N:22]([CH2:23][CH2:24][CH2:25][CH2:26][CH2:27][CH2:28][C:29]([OH:31])=[O:30])[C:13]=3[CH:12]=2)=[N:20][C:19](=[O:36])[NH:18][C:17]4=[O:37])[CH2:7][CH2:6][CH2:5][CH2:4]1. Reactant: [H-].[Na+].[CH:3]1([CH2:8][OH:9])[CH2:7][CH2:6][CH2:5][CH2:4]1.Cl[C:11]1[C:39]([CH3:40])=[CH:38][C:14]2[N:15]=[C:16]3[C:21]([N:22]([CH2:23][CH2:24][CH2:25][CH2:26][CH2:27][CH2:28][C:29]([O:31]C(C)(C)C)=[O:30])[C:13]=2[CH:12]=1)=[N:20][C:19](=[O:36])[NH:18][C:17]3=[O:37]. (5) Reactant: N.Cl.[CH3:3][N:4]([CH3:17])[CH2:5][CH:6]([CH3:16])[C:7]([C:9]1[CH:14]=[CH:13][CH:12]=[C:11]([OH:15])[CH:10]=1)=[O:8]. The catalyst class is: 6. Product: [CH3:17][N:4]([CH3:3])[CH2:5][CH:6]([CH3:16])[C:7]([C:9]1[CH:14]=[CH:13][CH:12]=[C:11]([OH:15])[CH:10]=1)=[O:8].